From a dataset of Forward reaction prediction with 1.9M reactions from USPTO patents (1976-2016). Predict the product of the given reaction. (1) Given the reactants [CH2:1]([O:3][C:4](=[O:17])[C:5]([C:15]#[N:16])=[CH:6][C:7]1[CH:12]=[CH:11][CH:10]=[CH:9][C:8]=1[O:13][CH3:14])[CH3:2].[CH3:18][O:19][C:20]1[CH:25]=[CH:24][CH:23]=[CH:22][C:21]=1[Mg]Br, predict the reaction product. The product is: [C:15]([CH:5]([CH:6]([C:21]1[CH:22]=[CH:23][CH:24]=[CH:25][C:20]=1[O:19][CH3:18])[C:7]1[CH:12]=[CH:11][CH:10]=[CH:9][C:8]=1[O:13][CH3:14])[C:4]([O:3][CH2:1][CH3:2])=[O:17])#[N:16]. (2) Given the reactants [Br:1][C:2]1[CH:7]=[CH:6][C:5]([S:8][CH3:9])=[C:4]([C:10]([F:13])([F:12])[F:11])[CH:3]=1.C1C=C(Cl)C=C(C(OO)=[O:22])C=1.[OH2:25], predict the reaction product. The product is: [Br:1][C:2]1[CH:7]=[CH:6][C:5]([S:8]([CH3:9])(=[O:22])=[O:25])=[C:4]([C:10]([F:13])([F:11])[F:12])[CH:3]=1.